Dataset: Full USPTO retrosynthesis dataset with 1.9M reactions from patents (1976-2016). Task: Predict the reactants needed to synthesize the given product. (1) Given the product [NH2:17][C:16]1[N:15]=[CH:14][C:13]([C:58]2[CH:59]=[CH:60][C:55]([CH2:54][NH:53][C:38]3[N:37]=[CH:36][C:35]([C:33]#[N:34])=[CH:52][C:39]=3[C:40]([NH:42][C@H:43]([C:45]3[CH:50]=[CH:49][C:48]([F:51])=[CH:47][CH:46]=3)[CH3:44])=[O:41])=[CH:56][CH:57]=2)=[N:12][C:11]=1[CH2:10][CH2:9][CH2:8][N:7]([CH3:6])[CH3:21], predict the reactants needed to synthesize it. The reactants are: C(O[C:6](=O)[NH:7][CH2:8][CH2:9][CH2:10][C:11]1[C:16]([NH2:17])=[N:15][CH:14]=[C:13](Br)[N:12]=1)(C)(C)C.F[C:21](F)(F)C(O)=O.C=O.C([BH3-])#N.[Na+].[C:33]([C:35]1[CH:36]=[N:37][C:38]([NH:53][CH2:54][C:55]2[CH:60]=[CH:59][C:58](B3OC(C)(C)C(C)(C)O3)=[CH:57][CH:56]=2)=[C:39]([CH:52]=1)[C:40]([NH:42][C@H:43]([C:45]1[CH:50]=[CH:49][C:48]([F:51])=[CH:47][CH:46]=1)[CH3:44])=[O:41])#[N:34].C(=O)(O)[O-].[Na+].O. (2) Given the product [Cl:16][CH:17]1[CH:29]=[C:21]2[CH2:22][O:23][CH2:24][C:25]3[CH:26]=[CH:27][CH:28]=[C:19]([C:20]=32)[C:18]1([C:32]1[N:37]=[C:36]([S:9][C:4]2[CH:5]=[CH:6][CH:7]=[CH:8][C:3]=2[O:2][CH3:1])[N:35]=[C:34]([NH2:41])[N:33]=1)[C:30]#[N:31], predict the reactants needed to synthesize it. The reactants are: [CH3:1][O:2][C:3]1[CH:8]=[CH:7][CH:6]=[CH:5][C:4]=1[SH:9].C(=O)([O-])[O-].[K+].[K+].[Cl:16][CH:17]1[CH:29]=[C:21]2[CH2:22][O:23][CH2:24][C:25]3[CH:26]=[CH:27][CH:28]=[C:19]([C:20]=32)[C:18]1([C:32]1[N:37]=[C:36](S(C)=O)[N:35]=[C:34]([NH2:41])[N:33]=1)[C:30]#[N:31].O.